From a dataset of Reaction yield outcomes from USPTO patents with 853,638 reactions. Predict the reaction yield, written as a fraction of the theoretical maximum amount of product (1.0 means a 100% yield; for example, 0.34 means a 34% yield). (1) The reactants are [NH2:1][C:2]1[CH:10]=[C:9]([O:11][CH3:12])[CH:8]=[C:7]([O:13][CH3:14])[C:3]=1[C:4]([NH2:6])=[O:5].[OH:15][CH2:16][CH2:17][C:18]1[CH:19]=[C:20]([CH:23]=[CH:24][C:25]=1[O:26][CH2:27][O:28][CH3:29])[CH:21]=O.S([O-])(O)=O.[Na+].C1(C)C=CC(S(O)(=O)=O)=CC=1. The catalyst is CN(C)C(=O)C. The product is [OH:15][CH2:16][CH2:17][C:18]1[CH:19]=[C:20]([C:21]2[NH:6][C:4](=[O:5])[C:3]3[C:2](=[CH:10][C:9]([O:11][CH3:12])=[CH:8][C:7]=3[O:13][CH3:14])[N:1]=2)[CH:23]=[CH:24][C:25]=1[O:26][CH2:27][O:28][CH3:29]. The yield is 0.367. (2) The reactants are Cl[C:2]1[C:3](=[O:15])[NH:4][N:5]=[CH:6][C:7]=1[O:8][C:9]1[CH:14]=[CH:13][CH:12]=[CH:11][CH:10]=1.[OH-].[Na+].[H][H]. The catalyst is [Pd].C(Cl)Cl.O. The product is [O:8]([C:7]1[CH:6]=[N:5][NH:4][C:3](=[O:15])[CH:2]=1)[C:9]1[CH:14]=[CH:13][CH:12]=[CH:11][CH:10]=1. The yield is 0.960. (3) The reactants are [CH:1]1([CH2:6][CH:7]([C:11]2[CH:16]=[CH:15][C:14]([S:17][C:18]([F:21])([F:20])[F:19])=[CH:13][CH:12]=2)[C:8]([OH:10])=[O:9])[CH2:5][CH2:4][CH2:3][CH2:2]1.[CH3:22]O. The catalyst is S(=O)(=O)(O)O. The product is [CH3:22][O:9][C:8](=[O:10])[CH:7]([C:11]1[CH:16]=[CH:15][C:14]([S:17][C:18]([F:21])([F:19])[F:20])=[CH:13][CH:12]=1)[CH2:6][CH:1]1[CH2:5][CH2:4][CH2:3][CH2:2]1. The yield is 0.990. (4) The reactants are Cl[C:2]1[N:9]=[C:8]([CH3:10])[CH:7]=[CH:6][C:3]=1[C:4]#[N:5].[NH3:11]. The catalyst is C(O)C. The product is [NH2:11][C:2]1[N:9]=[C:8]([CH3:10])[CH:7]=[CH:6][C:3]=1[C:4]#[N:5]. The yield is 0.820. (5) The reactants are C([O:3][C:4](=[O:31])[CH2:5][N:6]([CH2:13][C:14]1[CH:30]=[CH:29][C:17]([O:18][C:19]([CH3:28])([CH3:27])[C:20]([O:22][C:23]([CH3:26])([CH3:25])[CH3:24])=[O:21])=[CH:16][CH:15]=1)[CH2:7][C:8]1[O:9][CH:10]=[CH:11][CH:12]=1)C.[OH-].[Na+]. The catalyst is C(O)C. The product is [C:4]([CH2:5][N:6]([CH2:13][C:14]1[CH:15]=[CH:16][C:17]([O:18][C:19]([CH3:28])([CH3:27])[C:20]([O:22][C:23]([CH3:24])([CH3:25])[CH3:26])=[O:21])=[CH:29][CH:30]=1)[CH2:7][C:8]1[O:9][CH:10]=[CH:11][CH:12]=1)([OH:31])=[O:3]. The yield is 0.740. (6) The reactants are [Si]([O:8][CH2:9][CH:10]1[CH2:19][C:18]2[C:13](=[CH:14][CH:15]=[C:16]([C:20]3[CH:21]=[N:22][N:23]([CH3:25])[CH:24]=3)[CH:17]=2)[N:12]([C:26]2[C:30]3[CH2:31][N:32]([C:35](=[O:37])[CH3:36])[CH2:33][CH2:34][C:29]=3[N:28]([C@H:38]3[CH2:42][CH2:41][O:40][CH2:39]3)[N:27]=2)[CH2:11]1)(C(C)(C)C)(C)C.[F-].C([N+](CCCC)(CCCC)CCCC)CCC.O. The catalyst is C1COCC1. The product is [OH:8][CH2:9][CH:10]1[CH2:19][C:18]2[C:13](=[CH:14][CH:15]=[C:16]([C:20]3[CH:21]=[N:22][N:23]([CH3:25])[CH:24]=3)[CH:17]=2)[N:12]([C:26]2[C:30]3[CH2:31][N:32]([C:35](=[O:37])[CH3:36])[CH2:33][CH2:34][C:29]=3[N:28]([CH:38]3[CH2:42][CH2:41][O:40][CH2:39]3)[N:27]=2)[CH2:11]1. The yield is 0.370. (7) The yield is 0.800. The catalyst is C([O-])(=O)C.[Pd+2].C([O-])(=O)C.CCCCCC.C(OCC)(=O)C. The reactants are C(OC([NH:11][N:12]([C:19](=[O:28])[C:20]1[CH:25]=[C:24]([CH3:26])[CH:23]=[C:22]([CH3:27])[CH:21]=1)[C:13]([CH3:18])([CH3:17])[CH2:14][O:15][CH3:16])=O)C1C=CC=CC=1.COC.C(Cl)Cl.[SiH](CC)(CC)CC.CCN(CC)CC. The product is [CH3:16][O:15][CH2:14][C:13]([N:12]([C:19](=[O:28])[C:20]1[CH:21]=[C:22]([CH3:27])[CH:23]=[C:24]([CH3:26])[CH:25]=1)[NH2:11])([CH3:18])[CH3:17].